Dataset: Catalyst prediction with 721,799 reactions and 888 catalyst types from USPTO. Task: Predict which catalyst facilitates the given reaction. (1) Reactant: [OH:1][CH2:2][C@@H:3]([NH:10][C:11]([C:13]1[NH:14][CH:15]=[C:16]([C:18](=O)[C:19]([CH2:24][O:25][CH3:26])=[CH:20]N(C)C)[CH:17]=1)=[O:12])[C:4]1[CH:9]=[CH:8][CH:7]=[CH:6][CH:5]=1.[C:28]1([NH:34][C:35]([NH2:37])=[NH:36])[CH:33]=[CH:32][CH:31]=[CH:30][CH:29]=1. Product: [OH:1][CH2:2][C@@H:3]([NH:10][C:11]([C:13]1[NH:14][CH:15]=[C:16]([C:18]2[C:19]([CH2:24][O:25][CH3:26])=[CH:20][N:37]=[C:35]([NH:34][C:28]3[CH:33]=[CH:32][CH:31]=[CH:30][CH:29]=3)[N:36]=2)[CH:17]=1)=[O:12])[C:4]1[CH:9]=[CH:8][CH:7]=[CH:6][CH:5]=1. The catalyst class is: 675. (2) Product: [Br:22][C:23]1[CH:24]=[C:25]2[C:29](=[C:30]([C:32]([O:34][CH2:35][CH3:36])=[O:33])[CH:31]=1)[N:28]([C:37]([O:39][C:40]([CH3:41])([CH3:42])[CH3:43])=[O:38])[CH:27]=[C:26]2[CH:44]1[CH2:50][CH2:49][CH2:12][S:9](=[O:10])(=[O:11])[CH2:46][CH2:45]1. The catalyst class is: 47. Reactant: [S:9](O[S:9]([C:12](F)(F)F)(=[O:11])=[O:10])([C:12](F)(F)F)(=[O:11])=[O:10].OO.NC(N)=O.[Br:22][C:23]1[CH:24]=[C:25]2[C:29](=[C:30]([C:32]([O:34][CH2:35][CH3:36])=[O:33])[CH:31]=1)[N:28]([C:37]([O:39][C:40]([CH3:43])([CH3:42])[CH3:41])=[O:38])[CH:27]=[C:26]2[CH:44]1[CH2:50][CH2:49]CS[CH2:46][CH2:45]1.N1C2C(=CC=CC=2)C=C1. (3) Reactant: [Cl:1][C:2]1[CH:7]=[CH:6][C:5]([CH2:8][C:9]([NH:11][N:12]2[N:21]=[C:20]([S:22][C:23]3[CH:28]=[CH:27][CH:26]=[CH:25][CH:24]=3)[C:19]3[C:14](=[CH:15][CH:16]=[CH:17][CH:18]=3)[C:13]2=[O:29])=[O:10])=[CH:4][CH:3]=1.ClC1C=C(C=CC=1)C(OO)=[O:35]. Product: [Cl:1][C:2]1[CH:7]=[CH:6][C:5]([CH2:8][C:9]([NH:11][N:12]2[N:21]=[C:20]([S:22]([C:23]3[CH:24]=[CH:25][CH:26]=[CH:27][CH:28]=3)=[O:35])[C:19]3[C:14](=[CH:15][CH:16]=[CH:17][CH:18]=3)[C:13]2=[O:29])=[O:10])=[CH:4][CH:3]=1. The catalyst class is: 91. (4) Reactant: [O:1]1[CH:5]=[CH:4][CH:3]=[C:2]1/[CH:6]=[CH:7]/[C:8]([OH:10])=O.C(N(CC)CC)C.C1(P([N:32]=[N+:33]=[N-:34])(C2C=CC=CC=2)=O)C=CC=CC=1.C(=O)([O-])O.[Na+]. Product: [O:1]1[CH:5]=[CH:4][CH:3]=[C:2]1/[CH:6]=[CH:7]/[C:8]([N:32]=[N+:33]=[N-:34])=[O:10]. The catalyst class is: 54.